This data is from Merck oncology drug combination screen with 23,052 pairs across 39 cell lines. The task is: Regression. Given two drug SMILES strings and cell line genomic features, predict the synergy score measuring deviation from expected non-interaction effect. (1) Drug 1: O=C(O)C1(Cc2cccc(Nc3nccs3)n2)CCC(Oc2cccc(Cl)c2F)CC1. Drug 2: CC(C)CC(NC(=O)C(Cc1ccccc1)NC(=O)c1cnccn1)B(O)O. Cell line: A375. Synergy scores: synergy=8.62. (2) Drug 1: N#Cc1ccc(Cn2cncc2CN2CCN(c3cccc(Cl)c3)C(=O)C2)cc1. Drug 2: NC(=O)c1cccc2cn(-c3ccc(C4CCCNC4)cc3)nc12. Cell line: MSTO. Synergy scores: synergy=-12.7. (3) Drug 1: COC12C(COC(N)=O)C3=C(C(=O)C(C)=C(N)C3=O)N1CC1NC12. Drug 2: Cn1cc(-c2cnn3c(N)c(Br)c(C4CCCNC4)nc23)cn1. Cell line: RKO. Synergy scores: synergy=8.30. (4) Drug 1: O=C(O)C1(Cc2cccc(Nc3nccs3)n2)CCC(Oc2cccc(Cl)c2F)CC1. Drug 2: Cn1c(=O)n(-c2ccc(C(C)(C)C#N)cc2)c2c3cc(-c4cnc5ccccc5c4)ccc3ncc21. Cell line: COLO320DM. Synergy scores: synergy=-73.2. (5) Drug 1: O=S1(=O)NC2(CN1CC(F)(F)F)C1CCC2Cc2cc(C=CCN3CCC(C(F)(F)F)CC3)ccc2C1. Drug 2: NC(=O)c1cccc2cn(-c3ccc(C4CCCNC4)cc3)nc12. Cell line: OCUBM. Synergy scores: synergy=42.5. (6) Drug 1: C=CCn1c(=O)c2cnc(Nc3ccc(N4CCN(C)CC4)cc3)nc2n1-c1cccc(C(C)(C)O)n1. Drug 2: NC(=O)c1cccc2cn(-c3ccc(C4CCCNC4)cc3)nc12. Cell line: DLD1. Synergy scores: synergy=-1.87. (7) Drug 1: Nc1ccn(C2OC(CO)C(O)C2(F)F)c(=O)n1. Drug 2: CC1(c2nc3c(C(N)=O)cccc3[nH]2)CCCN1. Cell line: LOVO. Synergy scores: synergy=-2.38. (8) Drug 1: C=CCn1c(=O)c2cnc(Nc3ccc(N4CCN(C)CC4)cc3)nc2n1-c1cccc(C(C)(C)O)n1. Drug 2: NC1CCCCC1N.O=C(O)C(=O)O.[Pt+2]. Cell line: PA1. Synergy scores: synergy=5.21. (9) Drug 1: COc1cc(C2c3cc4c(cc3C(OC3OC5COC(C)OC5C(O)C3O)C3COC(=O)C23)OCO4)cc(OC)c1O. Drug 2: C=CCn1c(=O)c2cnc(Nc3ccc(N4CCN(C)CC4)cc3)nc2n1-c1cccc(C(C)(C)O)n1. Cell line: COLO320DM. Synergy scores: synergy=8.59. (10) Drug 1: O=C(O)C1(Cc2cccc(Nc3nccs3)n2)CCC(Oc2cccc(Cl)c2F)CC1. Drug 2: NC1(c2ccc(-c3nc4ccn5c(=O)[nH]nc5c4cc3-c3ccccc3)cc2)CCC1. Cell line: CAOV3. Synergy scores: synergy=39.9.